From a dataset of Full USPTO retrosynthesis dataset with 1.9M reactions from patents (1976-2016). Predict the reactants needed to synthesize the given product. The reactants are: [Br:1][C:2]1[CH:7]=[CH:6][CH:5]=[C:4]([F:8])[C:3]=1[C:9]1(O)[CH2:14][CH2:13][CH2:12][CH2:11][CH2:10]1.[OH-].COC(NS([N+](CC)(CC)CC)(=O)=O)=O.CC[N+](S(N=C(OC)[O-])(=O)=O)(CC)CC. Given the product [Br:1][C:2]1[CH:7]=[CH:6][CH:5]=[C:4]([F:8])[C:3]=1[C:9]1[CH2:14][CH2:13][CH2:12][CH2:11][CH:10]=1, predict the reactants needed to synthesize it.